This data is from Full USPTO retrosynthesis dataset with 1.9M reactions from patents (1976-2016). The task is: Predict the reactants needed to synthesize the given product. (1) Given the product [CH3:1][O:2][C:3]1[C:11](/[CH:12]=[CH:15]/[C:16]([OH:18])=[O:17])=[CH:10][C:6]2=[N:7][O:8][N:9]=[C:5]2[CH:4]=1, predict the reactants needed to synthesize it. The reactants are: [CH3:1][O:2][C:3]1[C:11]([CH:12]=O)=[CH:10][C:6]2=[N:7][O:8][N:9]=[C:5]2[CH:4]=1.C(O)(=O)[CH2:15][C:16]([OH:18])=[O:17].N1CCCCC1.N1C=CC=CC=1. (2) Given the product [CH3:11][O:12][CH2:13][CH2:14][N:4]1[CH:3]=[C:2]([N+:6]([O-:8])=[O:7])[CH:1]=[N:5]1, predict the reactants needed to synthesize it. The reactants are: [CH:1]1[NH:5][N:4]=[CH:3][C:2]=1[N+:6]([O-:8])=[O:7].[H-].[Na+].[CH3:11][O:12][CH2:13][CH2:14]Br.[Na+].[I-]. (3) Given the product [Br:17][C:10]1[N:5]2[N:4]=[C:3]([O:2][CH3:1])[CH:11]=[C:6]2[CH:7]=[CH:8][CH:9]=1, predict the reactants needed to synthesize it. The reactants are: [CH3:1][O:2][C:3]1[CH:11]=[C:6]2[CH:7]=[CH:8][CH:9]=[CH:10][N:5]2[N:4]=1.C([Li])CCC.[Br:17]C(Cl)(Cl)C(Br)(Cl)Cl. (4) Given the product [OH:2][C:3]1[CH:4]=[C:5]([C:9]([C:11]2[C:19]3[C:14](=[C:15]([C:20]([F:23])([F:22])[F:21])[CH:16]=[CH:17][CH:18]=3)[N:13]([CH2:24][CH2:25][CH3:26])[N:12]=2)=[O:10])[CH:6]=[CH:7][CH:8]=1, predict the reactants needed to synthesize it. The reactants are: C[O:2][C:3]1[CH:4]=[C:5]([C:9]([C:11]2[C:19]3[C:14](=[C:15]([C:20]([F:23])([F:22])[F:21])[CH:16]=[CH:17][CH:18]=3)[N:13]([CH2:24][CH2:25][CH3:26])[N:12]=2)=[O:10])[CH:6]=[CH:7][CH:8]=1.B(Br)(Br)Br. (5) Given the product [F:26][C:23]1[CH:24]=[CH:25][C:20]([C:1](=[O:3])[CH3:2])=[N:21][CH:22]=1, predict the reactants needed to synthesize it. The reactants are: [CH2:1]([O:3]C([Sn](CCCC)(CCCC)CCCC)=C)[CH3:2].Br[C:20]1[CH:25]=[CH:24][C:23]([F:26])=[CH:22][N:21]=1. (6) Given the product [ClH:19].[Cl:20][C:14]1[CH:15]=[CH:16][CH:17]=[C:18]([Cl:19])[C:13]=1[NH:12][C:10]1[NH:9][C:3]2[CH:4]=[C:5]([F:8])[CH:6]=[CH:7][C:2]=2[N:1]=1, predict the reactants needed to synthesize it. The reactants are: [NH2:1][C:2]1[CH:7]=[CH:6][C:5]([F:8])=[CH:4][C:3]=1[NH:9][C:10]([NH:12][C:13]1[C:18]([Cl:19])=[CH:17][CH:16]=[CH:15][C:14]=1[Cl:20])=S.CI. (7) Given the product [O:11]1[CH:15]=[CH:14][CH:13]=[C:12]1[CH2:16][N:17]([CH2:2][C:3]1[CH:8]=[CH:7][CH:6]=[CH:5][C:4]=1[O:9][CH3:10])[S:18]([C:21]1[CH:29]=[CH:28][C:24]([C:25]([OH:27])=[O:26])=[CH:23][CH:22]=1)(=[O:20])=[O:19], predict the reactants needed to synthesize it. The reactants are: Br[CH2:2][C:3]1[CH:8]=[CH:7][CH:6]=[CH:5][C:4]=1[O:9][CH3:10].[O:11]1[CH:15]=[CH:14][CH:13]=[C:12]1[CH2:16][NH:17][S:18]([C:21]1[CH:29]=[CH:28][C:24]([C:25]([OH:27])=[O:26])=[CH:23][CH:22]=1)(=[O:20])=[O:19].